Dataset: Forward reaction prediction with 1.9M reactions from USPTO patents (1976-2016). Task: Predict the product of the given reaction. The product is: [CH2:1]([O:3][C:4]([C:6]1[C:14]2[C:9](=[CH:10][CH:11]=[C:12]([O:15][C:35]3[CH:36]=[CH:37][C:32]([C:31]([F:42])([F:41])[F:30])=[CH:33][CH:34]=3)[CH:13]=2)[N:8]([C:16]2[CH:21]=[CH:20][C:19]([O:22][CH3:23])=[CH:18][CH:17]=2)[C:7]=1[CH2:24][C:25]([O:27][CH2:28][CH3:29])=[O:26])=[O:5])[CH3:2]. Given the reactants [CH2:1]([O:3][C:4]([C:6]1[C:14]2[C:9](=[CH:10][CH:11]=[C:12]([OH:15])[CH:13]=2)[N:8]([C:16]2[CH:21]=[CH:20][C:19]([O:22][CH3:23])=[CH:18][CH:17]=2)[C:7]=1[CH2:24][C:25]([O:27][CH2:28][CH3:29])=[O:26])=[O:5])[CH3:2].[F:30][C:31]([F:42])([F:41])[C:32]1[CH:37]=[CH:36][C:35](B(O)O)=[CH:34][CH:33]=1, predict the reaction product.